From a dataset of Forward reaction prediction with 1.9M reactions from USPTO patents (1976-2016). Predict the product of the given reaction. (1) The product is: [ClH:1].[Cl:1][C:2]1[CH:3]=[C:4]([CH:29]=[CH:30][C:31]=1[O:32][CH2:33][C:34]1[CH:39]=[CH:38][CH:37]=[CH:36][N:35]=1)[NH:5][C:6]1[C:15]2[C:10](=[CH:11][C:12]([O:24][CH2:25][CH3:26])=[C:13]([NH:16][C:17](=[O:23])/[CH:18]=[CH:19]/[CH2:20][NH:21][CH3:22])[CH:14]=2)[N:9]=[CH:8][C:7]=1[C:27]#[N:28]. Given the reactants [Cl:1][C:2]1[CH:3]=[C:4]([CH:29]=[CH:30][C:31]=1[O:32][CH2:33][C:34]1[CH:39]=[CH:38][CH:37]=[CH:36][N:35]=1)[NH:5][C:6]1[C:15]2[C:10](=[CH:11][C:12]([O:24][CH2:25][CH3:26])=[C:13]([NH:16][C:17](=[O:23])/[CH:18]=[CH:19]/[CH2:20][NH:21][CH3:22])[CH:14]=2)[N:9]=[CH:8][C:7]=1[C:27]#[N:28], predict the reaction product. (2) Given the reactants [Cl:1][C:2]1[CH:3]=[CH:4][C:5]([C:35]#[N:36])=[C:6]([C:8]2[C:13]([O:14][CH3:15])=[CH:12][N:11]([CH:16]([CH:31]([CH3:33])[CH3:32])[C:17]([NH:19][C:20]3[CH:29]=[CH:28][C:23]([C:24]([O:26]C)=[O:25])=[C:22]([CH3:30])[CH:21]=3)=[O:18])[C:10](=[O:34])[CH:9]=2)[CH:7]=1.[OH-].[Na+], predict the reaction product. The product is: [Cl:1][C:2]1[CH:3]=[CH:4][C:5]([C:35]#[N:36])=[C:6]([C:8]2[C:13]([O:14][CH3:15])=[CH:12][N:11]([CH:16]([CH:31]([CH3:33])[CH3:32])[C:17]([NH:19][C:20]3[CH:29]=[CH:28][C:23]([C:24]([OH:26])=[O:25])=[C:22]([CH3:30])[CH:21]=3)=[O:18])[C:10](=[O:34])[CH:9]=2)[CH:7]=1. (3) Given the reactants [CH3:1][C:2]1[N:3]([CH:13]([CH2:19]C=C)[C:14]([O:16]CC)=O)[C:4](C=C)=[C:5]([C:7]([F:10])([F:9])[F:8])[N:6]=1.[Cl:22][C:23]1[CH:28]=[CH:27][C:26]([N:29]2[C:33]([CH:34]([CH3:36])[CH3:35])=[C:32]([NH2:37])[CH:31]=[N:30]2)=[CH:25][CH:24]=1.CCN(CC)CC.CN(C(ON1N=NC2C=CC=NC1=2)=[N+](C)C)C.F[P-](F)(F)(F)(F)F, predict the reaction product. The product is: [Cl:22][C:23]1[CH:24]=[CH:25][C:26]([N:29]2[C:33]([CH:34]([CH3:35])[CH3:36])=[C:32]([NH:37][C:14](=[O:16])[C@@H:13]([N:3]3[CH:4]=[C:5]([C:7]([F:8])([F:9])[F:10])[N:6]=[C:2]3[CH3:1])[CH3:19])[CH:31]=[N:30]2)=[CH:27][CH:28]=1. (4) The product is: [CH2:27]([NH:30][C:6](=[O:8])[C:5]1[CH:9]=[CH:10][C:2]([CH3:1])=[C:3]([C:11]2[CH:12]=[C:13]3[C:18](=[CH:19][CH:20]=2)[C:17]([N:21]2[CH2:22][CH2:23][O:24][CH2:25][CH2:26]2)=[N:16][N:15]=[CH:14]3)[CH:4]=1)[CH3:28]. Given the reactants [CH3:1][C:2]1[CH:10]=[CH:9][C:5]([C:6]([OH:8])=O)=[CH:4][C:3]=1[C:11]1[CH:12]=[C:13]2[C:18](=[CH:19][CH:20]=1)[C:17]([N:21]1[CH2:26][CH2:25][O:24][CH2:23][CH2:22]1)=[N:16][N:15]=[CH:14]2.[CH:27]([N:30](C(C)C)CC)(C)[CH3:28].C(N)C, predict the reaction product.